From a dataset of Full USPTO retrosynthesis dataset with 1.9M reactions from patents (1976-2016). Predict the reactants needed to synthesize the given product. (1) Given the product [NH3:3].[CH3:14][N:15]1[CH2:20][CH2:19][CH:18]([O:21][C:22]2[CH:27]=[CH:26][C:25]([C:2]3[C:10]4[C:5](=[CH:6][CH:7]=[C:8]([C:11]([OH:13])=[O:12])[CH:9]=4)[NH:4][N:3]=3)=[CH:24][CH:23]=2)[CH2:17][CH2:16]1, predict the reactants needed to synthesize it. The reactants are: I[C:2]1[C:10]2[C:5](=[CH:6][CH:7]=[C:8]([C:11]([OH:13])=[O:12])[CH:9]=2)[NH:4][N:3]=1.[CH3:14][N:15]1[CH2:20][CH2:19][CH:18]([O:21][C:22]2[CH:27]=[CH:26][C:25](B3OC(C)(C)C(C)(C)O3)=[CH:24][CH:23]=2)[CH2:17][CH2:16]1.[O-]P([O-])([O-])=O.[K+].[K+].[K+]. (2) Given the product [OH:1][CH2:2][C@@H:3]1[C@H:8]([CH3:9])[CH2:7][CH2:6][CH2:5][N:4]1[C:10]([C:12]1[CH:17]=[C:16]([CH3:18])[CH:15]=[CH:14][C:13]=1[C:37]1[CH:36]=[N:35][N:34]([CH3:28])[CH:38]=1)=[O:11], predict the reactants needed to synthesize it. The reactants are: [OH:1][CH2:2][C@@H:3]1[C@H:8]([CH3:9])[CH2:7][CH2:6][CH2:5][N:4]1[C:10]([C:12]1[CH:17]=[C:16]([CH3:18])[CH:15]=[CH:14][C:13]=1N1N=CC=N1)=[O:11].CC1C=C[C:28]([N:34]2[CH:38]=[CH:37][C:36](C)=[N:35]2)=C(C=1)C(O)=O. (3) Given the product [C:1]([O:5][C:6]1[CH:7]=[C:8]([C@@H:19]([OH:26])[CH2:20][NH:37][C:28]([CH3:29])([CH3:27])[CH2:30][C:31]2[CH:32]=[CH:33][CH:34]=[CH:35][CH:36]=2)[C:9]2[S:13][C:12]([O:14][CH:15]([CH3:17])[CH3:16])=[N:11][C:10]=2[CH:18]=1)([CH3:4])([CH3:2])[CH3:3], predict the reactants needed to synthesize it. The reactants are: [C:1]([O:5][C:6]1[CH:7]=[C:8]([C@@H:19]([OH:26])[CH2:20]OS(C)(=O)=O)[C:9]2[S:13][C:12]([O:14][CH:15]([CH3:17])[CH3:16])=[N:11][C:10]=2[CH:18]=1)([CH3:4])([CH3:3])[CH3:2].[CH3:27][C:28]([NH2:37])([CH2:30][C:31]1[CH:32]=[CH:33][CH:34]=[CH:35][CH:36]=1)[CH3:29]. (4) Given the product [Br:1][C:2]1[CH:3]=[C:4]([N:8]2[CH:13]=[CH:14][NH:15][C:9]2=[O:10])[CH:5]=[CH:6][CH:7]=1, predict the reactants needed to synthesize it. The reactants are: [Br:1][C:2]1[CH:7]=[CH:6][CH:5]=[C:4]([N:8]=[C:9]=[O:10])[CH:3]=1.CO[CH:13](OC)[CH2:14][NH2:15].